This data is from Peptide-MHC class I binding affinity with 185,985 pairs from IEDB/IMGT. The task is: Regression. Given a peptide amino acid sequence and an MHC pseudo amino acid sequence, predict their binding affinity value. This is MHC class I binding data. (1) The peptide sequence is ILPVIFLSI. The MHC is HLA-A32:01 with pseudo-sequence HLA-A32:01. The binding affinity (normalized) is 0.861. (2) The peptide sequence is STILNSIDI. The MHC is HLA-A02:01 with pseudo-sequence HLA-A02:01. The binding affinity (normalized) is 0.175. (3) The peptide sequence is TPSGTWLTY. The MHC is HLA-A03:01 with pseudo-sequence HLA-A03:01. The binding affinity (normalized) is 0.0847. (4) The peptide sequence is ITGNNIILSK. The MHC is HLA-A33:01 with pseudo-sequence HLA-A33:01. The binding affinity (normalized) is 0.297. (5) The peptide sequence is LSPGSQTSA. The MHC is Mamu-A01 with pseudo-sequence Mamu-A01. The binding affinity (normalized) is 0.173. (6) The peptide sequence is PDNGDYSEVA. The MHC is Mamu-B01 with pseudo-sequence Mamu-B01. The binding affinity (normalized) is 0.